Task: Predict the product of the given reaction.. Dataset: Forward reaction prediction with 1.9M reactions from USPTO patents (1976-2016) (1) Given the reactants [C:1]([C:5]1[N:10]=[CH:9][C:8]([C:11]2[N:12]([C:32]([N:34]3[CH2:39][CH2:38][CH:37]([CH2:40][C:41](O)=[O:42])[CH2:36][CH2:35]3)=[O:33])[C@@:13]([C:25]3[CH:30]=[CH:29][C:28]([Cl:31])=[CH:27][CH:26]=3)([CH3:24])[C@@:14]([C:17]3[CH:22]=[CH:21][C:20]([Cl:23])=[CH:19][CH:18]=3)([CH3:16])[N:15]=2)=[C:7]([O:44][CH2:45][CH3:46])[CH:6]=1)([CH3:4])([CH3:3])[CH3:2].[F:47][C:48]1[CH:55]=[CH:54][CH:53]=[CH:52][C:49]=1[CH2:50][NH2:51], predict the reaction product. The product is: [C:1]([C:5]1[N:10]=[CH:9][C:8]([C:11]2[N:12]([C:32]([N:34]3[CH2:39][CH2:38][CH:37]([CH2:40][C:41]([NH:51][CH2:50][C:49]4[CH:52]=[CH:53][CH:54]=[CH:55][C:48]=4[F:47])=[O:42])[CH2:36][CH2:35]3)=[O:33])[C@@:13]([C:25]3[CH:30]=[CH:29][C:28]([Cl:31])=[CH:27][CH:26]=3)([CH3:24])[C@@:14]([C:17]3[CH:18]=[CH:19][C:20]([Cl:23])=[CH:21][CH:22]=3)([CH3:16])[N:15]=2)=[C:7]([O:44][CH2:45][CH3:46])[CH:6]=1)([CH3:2])([CH3:3])[CH3:4]. (2) Given the reactants [C:1]([O:5][C:6](=[O:22])[NH:7][C:8]1[CH:13]=[C:12]([N:14]([CH2:16][CH2:17][O:18][CH3:19])[CH3:15])[C:11]([Cl:20])=[CH:10][C:9]=1[NH2:21])([CH3:4])([CH3:3])[CH3:2].C([O:27][C:28](=O)[CH2:29][C:30]([C:32]1[CH:37]=[CH:36][CH:35]=[C:34]([C:38]2[O:42][N:41]=[C:40]([CH3:43])[CH:39]=2)[CH:33]=1)=[O:31])(C)(C)C, predict the reaction product. The product is: [C:1]([O:5][C:6](=[O:22])[NH:7][C:8]1[CH:13]=[C:12]([N:14]([CH2:16][CH2:17][O:18][CH3:19])[CH3:15])[C:11]([Cl:20])=[CH:10][C:9]=1[NH:21][C:28](=[O:27])[CH2:29][C:30]([C:32]1[CH:37]=[CH:36][CH:35]=[C:34]([C:38]2[O:42][N:41]=[C:40]([CH3:43])[CH:39]=2)[CH:33]=1)=[O:31])([CH3:4])([CH3:2])[CH3:3]. (3) Given the reactants [CH3:1][O:2][C:3](=[O:17])[CH2:4][O:5][C:6]1[CH:7]=[C:8]2[C:13](=[CH:14][CH:15]=1)[N:12]=[CH:11][C:10]([Br:16])=[CH:9]2.[Br:18]N1C(=O)CCC1=O, predict the reaction product. The product is: [CH3:1][O:2][C:3](=[O:17])[CH:4]([Br:18])[O:5][C:6]1[CH:7]=[C:8]2[C:13](=[CH:14][CH:15]=1)[N:12]=[CH:11][C:10]([Br:16])=[CH:9]2. (4) Given the reactants [CH3:1][O:2][C:3]1[CH:8]=[CH:7][C:6]([C:9]2[C:14]([C:15]3[CH:20]=[CH:19][C:18]([O:21][CH3:22])=[CH:17][CH:16]=3)=[N:13][N:12]([CH2:23][CH2:24]O)[C:11](=[O:26])[CH:10]=2)=[CH:5][CH:4]=1.C1(C)C=CC(S(Cl)(=O)=O)=CC=1.[NH:38]1[CH2:43][CH2:42][CH2:41][CH2:40][CH2:39]1, predict the reaction product. The product is: [CH3:1][O:2][C:3]1[CH:8]=[CH:7][C:6]([C:9]2[C:14]([C:15]3[CH:16]=[CH:17][C:18]([O:21][CH3:22])=[CH:19][CH:20]=3)=[N:13][N:12]([CH2:23][CH2:24][N:38]3[CH2:43][CH2:42][CH2:41][CH2:40][CH2:39]3)[C:11](=[O:26])[CH:10]=2)=[CH:5][CH:4]=1. (5) The product is: [C:29]([O:28][C:27]([N:26]([CH2:34][CH2:35][C:36]1[CH:41]=[CH:40][CH:39]=[CH:38][N:37]=1)[C:23]1[CH:24]=[CH:25][C:20]([NH:19][C:16]([C:11]2[CH:12]=[CH:13][CH:14]=[CH:15][C:10]=2[C:7]2[CH:6]=[CH:5][C:4]([O:3][CH2:1][CH3:2])=[CH:9][CH:8]=2)=[O:18])=[CH:21][CH:22]=1)=[O:33])([CH3:32])([CH3:30])[CH3:31]. Given the reactants [CH2:1]([O:3][C:4]1[CH:9]=[CH:8][C:7]([C:10]2[C:11]([C:16]([OH:18])=O)=[CH:12][CH:13]=[CH:14][CH:15]=2)=[CH:6][CH:5]=1)[CH3:2].[NH2:19][C:20]1[CH:25]=[CH:24][C:23]([N:26]([CH2:34][CH2:35][C:36]2[CH:41]=[CH:40][CH:39]=[CH:38][N:37]=2)[C:27](=[O:33])[O:28][C:29]([CH3:32])([CH3:31])[CH3:30])=[CH:22][CH:21]=1.C1C=CC2N(O)N=NC=2C=1.CCN=C=NCCCN(C)C, predict the reaction product. (6) Given the reactants [CH3:1][CH2:2][CH2:3][C:4]1[C:8]2[NH:9][C:10]([C:14]3[CH:19]=[C:18]([S:20]([N:23]4[CH2:28][CH2:27][N:26]([CH3:29])[CH2:25][CH2:24]4)(=[O:22])=[O:21])[CH:17]=[CH:16][C:15]=3[O:30][CH2:31][CH3:32])=[N:11][C:12](=[O:13])[C:7]=2[N:6]([CH3:33])[N:5]=1.Cl.[Na].[NH2:36][C@H:37]([C:45]([OH:47])=[O:46])[CH2:38][CH2:39][CH2:40][NH:41][C:42](=[NH:44])[NH2:43], predict the reaction product. The product is: [CH3:1][CH2:2][CH2:3][C:4]1[C:8]2[N:9]=[C:10]([C:14]3[CH:19]=[C:18]([S:20]([N:23]4[CH2:28][CH2:27][N:26]([CH3:29])[CH2:25][CH2:24]4)(=[O:21])=[O:22])[CH:17]=[CH:16][C:15]=3[O:30][CH2:31][CH3:32])[NH:11][C:12](=[O:13])[C:7]=2[N:6]([CH3:33])[N:5]=1.[NH2:36][C@H:37]([C:45]([OH:47])=[O:46])[CH2:38][CH2:39][CH2:40][NH:41][C:42](=[NH:43])[NH2:44]. (7) Given the reactants C(OC(=O)[NH:7][CH2:8][C:9]1[CH:14]=[C:13]([CH2:15][N:16]2[CH2:21][CH2:20][CH:19]([O:22][CH3:23])[CH2:18][CH2:17]2)[CH:12]=[C:11]([Cl:24])[C:10]=1[F:25])(C)(C)C.Cl, predict the reaction product. The product is: [Cl:24][C:11]1[C:10]([F:25])=[C:9]([CH:14]=[C:13]([CH2:15][N:16]2[CH2:21][CH2:20][CH:19]([O:22][CH3:23])[CH2:18][CH2:17]2)[CH:12]=1)[CH2:8][NH2:7]. (8) Given the reactants C([O:3][C:4](=[O:36])[CH2:5][C:6]1[CH:11]=[CH:10][C:9]([C:12]2[CH:17]=[CH:16][C:15]([C:18]3[N:19]=[N:20][N:21]([CH3:35])[C:22]=3[NH:23][C:24]([O:26][C@@H:27]([C:29]3[CH:34]=[CH:33][CH:32]=[CH:31][CH:30]=3)[CH3:28])=[O:25])=[CH:14][CH:13]=2)=[CH:8][CH:7]=1)C.[OH-].[Li+], predict the reaction product. The product is: [CH3:35][N:21]1[C:22]([NH:23][C:24]([O:26][C@@H:27]([C:29]2[CH:30]=[CH:31][CH:32]=[CH:33][CH:34]=2)[CH3:28])=[O:25])=[C:18]([C:15]2[CH:16]=[CH:17][C:12]([C:9]3[CH:8]=[CH:7][C:6]([CH2:5][C:4]([OH:36])=[O:3])=[CH:11][CH:10]=3)=[CH:13][CH:14]=2)[N:19]=[N:20]1. (9) Given the reactants O=[C:2]1[C:11]2[C:10]([C:12](OCC)=O)=[CH:9][CH:8]=[CH:7][C:6]=2[NH:5][CH:4]([C:17]2[CH:22]=[CH:21][N:20]=[CH:19][CH:18]=2)[CH:3]1[C:23]1[CH:28]=[CH:27][CH:26]=[CH:25][CH:24]=1.[OH2:29].[NH2:30][NH2:31], predict the reaction product. The product is: [C:23]1([CH:3]2[C:2]3=[N:30][NH:31][C:12](=[O:29])[C:10]4[CH:9]=[CH:8][CH:7]=[C:6]([C:11]=43)[NH:5][CH:4]2[C:17]2[CH:22]=[CH:21][N:20]=[CH:19][CH:18]=2)[CH:28]=[CH:27][CH:26]=[CH:25][CH:24]=1. (10) Given the reactants FC(F)(F)S(O[C:7]1[CH:8]=[CH:9][CH:10]=[C:11]2[C:16]=1[N:15]=[C:14]([OH:17])[CH:13]=[CH:12]2)(=O)=O.[CH3:20][O:21][C:22]([C:24]1[CH:29]=[CH:28][C:27](B(O)O)=[CH:26][CH:25]=1)=[O:23].[F-].[Cs+], predict the reaction product. The product is: [OH:17][C:14]1[CH:13]=[CH:12][C:11]2[C:16](=[C:7]([C:27]3[CH:28]=[CH:29][C:24]([C:22]([O:21][CH3:20])=[O:23])=[CH:25][CH:26]=3)[CH:8]=[CH:9][CH:10]=2)[N:15]=1.